Dataset: Peptide-MHC class II binding affinity with 134,281 pairs from IEDB. Task: Regression. Given a peptide amino acid sequence and an MHC pseudo amino acid sequence, predict their binding affinity value. This is MHC class II binding data. (1) The peptide sequence is KGSNPNYLALLVKYVNGDGD. The MHC is HLA-DQA10301-DQB10302 with pseudo-sequence HLA-DQA10301-DQB10302. The binding affinity (normalized) is 0.175. (2) The peptide sequence is HQAISPRTLNSPAIF. The MHC is DRB1_1101 with pseudo-sequence DRB1_1101. The binding affinity (normalized) is 0. (3) The peptide sequence is AGWLFHVRGARRSGD. The MHC is DRB1_1101 with pseudo-sequence DRB1_1101. The binding affinity (normalized) is 0.820. (4) The MHC is DRB1_1001 with pseudo-sequence DRB1_1001. The binding affinity (normalized) is 0.646. The peptide sequence is YDKGLANVSTVLTGK. (5) The peptide sequence is EKKYFAATQFEELAA. The MHC is HLA-DPA10201-DPB10501 with pseudo-sequence HLA-DPA10201-DPB10501. The binding affinity (normalized) is 0.893. (6) The peptide sequence is SCWRGDSNWAQNRMK. The MHC is HLA-DPA10301-DPB10402 with pseudo-sequence HLA-DPA10301-DPB10402. The binding affinity (normalized) is 0.105. (7) The peptide sequence is TWGKAKIVTAETQNS. The MHC is DRB3_0101 with pseudo-sequence DRB3_0101. The binding affinity (normalized) is 0.420. (8) The peptide sequence is APADDKFTVFEAAFN. The MHC is HLA-DQA10102-DQB10602 with pseudo-sequence HLA-DQA10102-DQB10602. The binding affinity (normalized) is 0.413.